Dataset: Forward reaction prediction with 1.9M reactions from USPTO patents (1976-2016). Task: Predict the product of the given reaction. (1) Given the reactants [Li]CCCC.[F:6][C:7]([F:20])([F:19])[C:8]1[CH:13]=[CH:12][C:11]([C:14]2[S:15][CH:16]=[CH:17][N:18]=2)=[CH:10][CH:9]=1.[N:21]1[CH:26]=[CH:25][C:24]([C:27](=[O:29])[CH3:28])=[CH:23][CH:22]=1, predict the reaction product. The product is: [N:21]1[CH:26]=[CH:25][C:24]([C:27]([C:16]2[S:15][C:14]([C:11]3[CH:10]=[CH:9][C:8]([C:7]([F:6])([F:19])[F:20])=[CH:13][CH:12]=3)=[N:18][CH:17]=2)([OH:29])[CH3:28])=[CH:23][CH:22]=1. (2) Given the reactants C([O:8][C@@H:9]1[C@@H:14]([O:15]CC2C=CC=CC=2)[C@H:13]([O:23]CC2C=CC=CC=2)[C@@H:12]([CH2:31][O:32]CC2C=CC=CC=2)[O:11][C@H:10]1[C:40]1[CH:45]=[CH:44][C:43]([B:46]2[O:50][C:49]([CH3:52])([CH3:51])[C:48]([CH3:54])([CH3:53])[O:47]2)=[CH:42][CH:41]=1)C1C=CC=CC=1, predict the reaction product. The product is: [CH3:51][C:49]1([CH3:52])[C:48]([CH3:53])([CH3:54])[O:47][B:46]([C:43]2[CH:44]=[CH:45][C:40]([C@@H:10]3[O:11][C@H:12]([CH2:31][OH:32])[C@@H:13]([OH:23])[C@H:14]([OH:15])[C@H:9]3[OH:8])=[CH:41][CH:42]=2)[O:50]1. (3) Given the reactants [CH2:1]([O:8][C:9]([N:11]1[CH2:14][CH:13]([C:15]2[CH:16]=[C:17]3[S:23][C:22]([C:24]([O:26]C)=[O:25])=[C:21]([Br:28])[C:18]3=[N:19][CH:20]=2)[CH2:12]1)=[O:10])[C:2]1[CH:7]=[CH:6][CH:5]=[CH:4][CH:3]=1.[Li+].[OH-].C1COCC1.CO.O, predict the reaction product. The product is: [CH2:1]([O:8][C:9]([N:11]1[CH2:12][CH:13]([C:15]2[CH:16]=[C:17]3[S:23][C:22]([C:24]([OH:26])=[O:25])=[C:21]([Br:28])[C:18]3=[N:19][CH:20]=2)[CH2:14]1)=[O:10])[C:2]1[CH:7]=[CH:6][CH:5]=[CH:4][CH:3]=1. (4) The product is: [CH3:1][C:2]1[C:6]([C:7]2[C:16]3[C:11](=[CH:12][CH:13]=[CH:14][CH:15]=3)[CH:10]=[CH:9][CH:8]=2)=[C:5]([S:17][CH2:18][C:19]([OH:21])=[O:20])[S:4][N:3]=1. Given the reactants [CH3:1][C:2]1[C:6]([C:7]2[C:16]3[C:11](=[CH:12][CH:13]=[CH:14][CH:15]=3)[CH:10]=[CH:9][CH:8]=2)=[C:5]([S:17][CH2:18][C:19]([O:21]CC)=[O:20])[S:4][N:3]=1.[OH-].[Na+], predict the reaction product. (5) Given the reactants [OH:1][C:2]1[CH:6]=[C:5]([C:7]([O:9][CH3:10])=[O:8])[O:4][N:3]=1.C(=O)([O-])[O-].[K+].[K+].[Br:17][CH2:18][CH2:19][CH2:20]Br, predict the reaction product. The product is: [Br:17][CH2:18][CH2:19][CH2:20][O:1][C:2]1[CH:6]=[C:5]([C:7]([O:9][CH3:10])=[O:8])[O:4][N:3]=1. (6) Given the reactants C[Zn]C.[C:4]1(C)C=CC=CC=1.Cl[C:12]([CH2:14][O:15][CH2:16][C:17]([O:19][CH3:20])=[O:18])=[O:13].Cl, predict the reaction product. The product is: [O:13]=[C:12]([CH3:4])[CH2:14][O:15][CH2:16][C:17]([O:19][CH3:20])=[O:18]. (7) Given the reactants [Br:1][C:2]1[CH:3]=[CH:4][C:5]([CH3:12])=[C:6]([CH:11]=1)[C:7]([O:9][CH3:10])=[O:8].[Br:13]N1C(=O)CCC1=O, predict the reaction product. The product is: [Br:1][C:2]1[CH:3]=[CH:4][C:5]([CH2:12][Br:13])=[C:6]([CH:11]=1)[C:7]([O:9][CH3:10])=[O:8].